From a dataset of Full USPTO retrosynthesis dataset with 1.9M reactions from patents (1976-2016). Predict the reactants needed to synthesize the given product. (1) Given the product [NH2:25][C:14]1[N:13]=[C:12]([N:8]2[CH:7]([CH3:26])[CH2:6][C:5]3[C:10](=[CH:11][C:2]([C:35]4[CH:36]=[CH:37][C:38]5[O:43][CH2:42][C:41](=[O:44])[NH:40][C:39]=5[CH:45]=4)=[CH:3][CH:4]=3)[CH2:9]2)[CH:17]=[C:16]([N:18]2[CH2:23][CH2:22][N:21]([CH3:24])[CH2:20][CH2:19]2)[N:15]=1, predict the reactants needed to synthesize it. The reactants are: Br[C:2]1[CH:11]=[C:10]2[C:5]([CH2:6][CH:7]([CH3:26])[N:8]([C:12]3[CH:17]=[C:16]([N:18]4[CH2:23][CH2:22][N:21]([CH3:24])[CH2:20][CH2:19]4)[N:15]=[C:14]([NH2:25])[N:13]=3)[CH2:9]2)=[CH:4][CH:3]=1.CC1(C)C(C)(C)OB([C:35]2[CH:36]=[CH:37][C:38]3[O:43][CH2:42][C:41](=[O:44])[NH:40][C:39]=3[CH:45]=2)O1. (2) Given the product [CH3:7][O:8][C:9](=[O:19])[CH2:10][C:11]1[CH:12]=[CH:13][C:14]([S:3]([CH3:20])(=[O:5])=[O:2])=[CH:15][CH:16]=1, predict the reactants needed to synthesize it. The reactants are: O[O:2][S:3]([O-:5])=O.[K+].[CH3:7][O:8][C:9](=[O:19])[CH2:10][C:11]1[CH:16]=[CH:15][C:14](SC)=[CH:13][CH:12]=1.[CH3:20]O.